From a dataset of Reaction yield outcomes from USPTO patents with 853,638 reactions. Predict the reaction yield, written as a fraction of the theoretical maximum amount of product (1.0 means a 100% yield; for example, 0.34 means a 34% yield). The reactants are [C:1]([O:5][C:6](=[O:34])[CH2:7][NH:8][CH2:9][C:10]1[CH:15]=[CH:14][CH:13]=[C:12]([CH2:16][O:17][C:18]2[CH:23]=[CH:22][C:21]([C:24]3[CH:29]=[C:28]([F:30])[C:27]([F:31])=[CH:26][C:25]=3[O:32][CH3:33])=[CH:20][CH:19]=2)[CH:11]=1)([CH3:4])([CH3:3])[CH3:2].Cl[C:36]([O:38][CH3:39])=[O:37].C(N(CC)CC)C. The catalyst is ClCCl. The product is [C:1]([O:5][C:6](=[O:34])[CH2:7][N:8]([CH2:9][C:10]1[CH:15]=[CH:14][CH:13]=[C:12]([CH2:16][O:17][C:18]2[CH:23]=[CH:22][C:21]([C:24]3[CH:29]=[C:28]([F:30])[C:27]([F:31])=[CH:26][C:25]=3[O:32][CH3:33])=[CH:20][CH:19]=2)[CH:11]=1)[C:36]([O:38][CH3:39])=[O:37])([CH3:4])([CH3:3])[CH3:2]. The yield is 0.880.